This data is from Full USPTO retrosynthesis dataset with 1.9M reactions from patents (1976-2016). The task is: Predict the reactants needed to synthesize the given product. (1) Given the product [F:1][C:2]1[CH:7]=[CH:6][C:5]([F:8])=[CH:4][C:3]=1[C@H:9]1[CH2:13][CH2:12][CH2:11][N:10]1[C:14]1[CH:15]=[CH:16][C:17]2[N:18]([C:20]([C:23]([OH:25])=[O:24])=[CH:21][N:22]=2)[CH:19]=1, predict the reactants needed to synthesize it. The reactants are: [F:1][C:2]1[CH:7]=[CH:6][C:5]([F:8])=[CH:4][C:3]=1[C@H:9]1[CH2:13][CH2:12][CH2:11][N:10]1[C:14]1[CH:15]=[CH:16][C:17]2[N:18]([C:20]([C:23]([O:25]CC)=[O:24])=[CH:21][N:22]=2)[CH:19]=1.[Li+].[OH-]. (2) Given the product [CH3:17][O:7][C:6](=[O:8])[C:5]1[C:4]([F:13])=[C:3]([F:14])[C:2]([NH2:1])=[C:10]([F:11])[C:9]=1[F:12], predict the reactants needed to synthesize it. The reactants are: [NH2:1][C:2]1[C:10]([F:11])=[C:9]([F:12])[C:5]([C:6]([OH:8])=[O:7])=[C:4]([F:13])[C:3]=1[F:14].[N+](=[CH2:17])=[N-].